Task: Predict the product of the given reaction.. Dataset: Forward reaction prediction with 1.9M reactions from USPTO patents (1976-2016) (1) Given the reactants [C:1]([NH:4][C:5]([C:7]1[CH:8]=[CH:9][C:10]2[C:16]3[C:17]([CH3:20])=[N:18][O:19][C:15]=3[C@H:14]([CH2:21][C:22]([O:24][C:25]([CH3:28])([CH3:27])[CH3:26])=[O:23])[NH:13][C:12](=[O:29])[C:11]=2[CH:30]=1)=[O:6])(=[NH:3])[CH3:2].CCCC[N+](CCCC)(CCCC)CCCC.[F-], predict the reaction product. The product is: [CH3:20][C:17]1[C:16]2[C:10]3[CH:9]=[CH:8][C:7]([C:5]4[O:6][N:3]=[C:1]([CH3:2])[N:4]=4)=[CH:30][C:11]=3[C:12](=[O:29])[NH:13][C@@H:14]([CH2:21][C:22]([O:24][C:25]([CH3:26])([CH3:28])[CH3:27])=[O:23])[C:15]=2[O:19][N:18]=1. (2) Given the reactants [F:1][C:2]([F:12])([F:11])[C:3]1[CH:10]=[CH:9][CH:8]=[CH:7][C:4]=1[CH:5]=O.[CH:13]1[C:22]2[C:17](=[CH:18][CH:19]=[CH:20][CH:21]=2)[CH:16]=[CH:15][C:14]=1[C:23]([NH:25][NH2:26])=[O:24], predict the reaction product. The product is: [F:1][C:2]([F:12])([F:11])[C:3]1[CH:10]=[CH:9][CH:8]=[CH:7][C:4]=1/[CH:5]=[N:26]/[NH:25][C:23]([C:14]1[CH:15]=[CH:16][C:17]2[C:22](=[CH:21][CH:20]=[CH:19][CH:18]=2)[CH:13]=1)=[O:24]. (3) Given the reactants CS([C:5]1[N:9]=[C:8]([C:10]2[CH:15]=[CH:14][CH:13]=[CH:12][C:11]=2[Cl:16])[S:7][N:6]=1)(=O)=O.CS(C1N=C(C2C=CC=CC=2Cl)SN=1)=O.[CH2:32]([OH:36])[C:33]#[C:34][CH3:35].[H-].[Na+].[Cl-].[Na+], predict the reaction product. The product is: [Cl:16][C:11]1[CH:12]=[CH:13][CH:14]=[CH:15][C:10]=1[C:8]1[S:7][N:6]=[C:5]([O:36][CH2:32][C:33]#[C:34][CH3:35])[N:9]=1. (4) Given the reactants [C:1]([O:5][C:6]([N:8]1[CH2:13][CH2:12][N:11]2[C:14]([C:21]([OH:23])=O)=[CH:15][C:16]([C:17]([O:19][CH3:20])=[O:18])=[C:10]2[CH2:9]1)=[O:7])([CH3:4])([CH3:3])[CH3:2].Cl.[NH2:25][C@@H:26]([CH2:44][C:45]1[CH:50]=[CH:49][CH:48]=[CH:47][CH:46]=1)[C@H:27]([OH:43])[CH2:28][NH:29][C:30]1([C:33]2[CH:38]=[CH:37][CH:36]=[C:35]([C:39]([F:42])([F:41])[F:40])[CH:34]=2)[CH2:32][CH2:31]1.OC1C2N=NNC=2C=CC=1.C(N(CC)C(C)C)(C)C.Cl.CN(C)CCCN=C=NCC, predict the reaction product. The product is: [CH2:44]([C@H:26]([NH:25][C:21]([C:14]1[N:11]2[CH2:12][CH2:13][N:8]([C:6]([O:5][C:1]([CH3:4])([CH3:2])[CH3:3])=[O:7])[CH2:9][C:10]2=[C:16]([C:17]([O:19][CH3:20])=[O:18])[CH:15]=1)=[O:23])[C@H:27]([OH:43])[CH2:28][NH:29][C:30]1([C:33]2[CH:38]=[CH:37][CH:36]=[C:35]([C:39]([F:40])([F:41])[F:42])[CH:34]=2)[CH2:31][CH2:32]1)[C:45]1[CH:50]=[CH:49][CH:48]=[CH:47][CH:46]=1. (5) The product is: [Cl:1][C:2]1[CH:7]=[C:6]([NH:13][C:14]2[CH:15]=[CH:16][C:17]([CH2:20][C:21]([O:23][CH2:24][CH3:25])=[O:22])=[CH:18][CH:19]=2)[CH:5]=[C:4]([C:9]([F:12])([F:11])[F:10])[N:3]=1. Given the reactants [Cl:1][C:2]1[CH:7]=[C:6](I)[CH:5]=[C:4]([C:9]([F:12])([F:11])[F:10])[N:3]=1.[NH2:13][C:14]1[CH:19]=[CH:18][C:17]([CH2:20][C:21]([O:23][CH2:24][CH3:25])=[O:22])=[CH:16][CH:15]=1, predict the reaction product. (6) Given the reactants [Cl:1][C:2]1[CH:3]=[C:4]([CH2:19][N:20]2[CH2:25][CH2:24][NH:23][C@@H:22]([CH3:26])[CH2:21]2)[C:5]([CH3:18])=[C:6]([NH:8][C:9]([C:11]2[CH:12]=[N:13][C:14]([CH3:17])=[N:15][CH:16]=2)=[O:10])[CH:7]=1.CCN(CC)CC.[CH:34]1([C:39](Cl)=[O:40])[CH2:38][CH2:37][CH2:36][CH2:35]1.O, predict the reaction product. The product is: [Cl:1][C:2]1[CH:3]=[C:4]([CH2:19][N:20]2[CH2:25][CH2:24][N:23]([C:39]([CH:34]3[CH2:38][CH2:37][CH2:36][CH2:35]3)=[O:40])[C@@H:22]([CH3:26])[CH2:21]2)[C:5]([CH3:18])=[C:6]([NH:8][C:9]([C:11]2[CH:12]=[N:13][C:14]([CH3:17])=[N:15][CH:16]=2)=[O:10])[CH:7]=1. (7) Given the reactants [F:1][C:2]1[CH:26]=[CH:25][CH:24]=[C:23]([F:27])[C:3]=1[C:4]([NH:6][C:7](=[O:22])[N:8]([C:10]1[CH:15]=[CH:14][C:13]([S:16][C:17]([F:20])([F:19])[F:18])=[CH:12][C:11]=1[F:21])[CH3:9])=[O:5].[H-].[Na+].[CH3:30][S:31](Cl)(=[O:33])=[O:32], predict the reaction product. The product is: [F:1][C:2]1[CH:26]=[CH:25][CH:24]=[C:23]([F:27])[C:3]=1[C:4]([N:6]([S:31]([CH3:30])(=[O:33])=[O:32])[C:7]([N:8]([C:10]1[CH:15]=[CH:14][C:13]([S:16][C:17]([F:20])([F:19])[F:18])=[CH:12][C:11]=1[F:21])[CH3:9])=[O:22])=[O:5]. (8) Given the reactants [F:1][C:2]1[CH:7]=[CH:6][C:5]([F:8])=[CH:4][C:3]=1[CH:9]1[CH2:13][CH2:12][CH2:11][N:10]1[C:14]1[CH:19]=[CH:18][N:17]2[N:20]=[CH:21][C:22]([C:23]([NH:25][NH:26][C:27](=O)[CH:28]([CH3:30])[CH3:29])=O)=[C:16]2[N:15]=1.COC1C=CC(P2(SP(C3C=CC(OC)=CC=3)(=S)S2)=[S:41])=CC=1, predict the reaction product. The product is: [F:1][C:2]1[CH:7]=[CH:6][C:5]([F:8])=[CH:4][C:3]=1[CH:9]1[CH2:13][CH2:12][CH2:11][N:10]1[C:14]1[CH:19]=[CH:18][N:17]2[N:20]=[CH:21][C:22]([C:23]3[S:41][C:27]([CH:28]([CH3:30])[CH3:29])=[N:26][N:25]=3)=[C:16]2[N:15]=1. (9) Given the reactants [Cl:1][C:2]1[CH:3]=[C:4]([C:8]2[C:16]([CH:17]=[O:18])=[C:15]3[N:10]([CH:11]=[N:12][CH:13]=[CH:14]3)[N:9]=2)[CH:5]=[CH:6][CH:7]=1.[C:19]([Mg]Br)#[CH:20], predict the reaction product. The product is: [Cl:1][C:2]1[CH:3]=[C:4]([C:8]2[C:16]([CH:17]([OH:18])[C:19]#[CH:20])=[C:15]3[N:10]([CH:11]=[N:12][CH:13]=[CH:14]3)[N:9]=2)[CH:5]=[CH:6][CH:7]=1. (10) The product is: [Cl:1][C:2]1[CH:3]=[C:4]([C:8]2[N:9]=[C:10]([NH:17][C:18]3[CH:19]=[CH:20][C:21]([CH2:24][CH:25]=[O:26])=[CH:22][CH:23]=3)[C:11]3[CH2:16][CH2:15][CH2:14][C:12]=3[N:13]=2)[CH:5]=[CH:6][CH:7]=1. Given the reactants [Cl:1][C:2]1[CH:3]=[C:4]([C:8]2[N:9]=[C:10]([NH:17][C:18]3[CH:23]=[CH:22][C:21]([CH2:24][CH2:25][OH:26])=[CH:20][CH:19]=3)[C:11]3[CH2:16][CH2:15][CH2:14][C:12]=3[N:13]=2)[CH:5]=[CH:6][CH:7]=1.CC(OI1(OC(C)=O)(OC(C)=O)OC(=O)C2C=CC=CC1=2)=O, predict the reaction product.